This data is from Forward reaction prediction with 1.9M reactions from USPTO patents (1976-2016). The task is: Predict the product of the given reaction. (1) Given the reactants [CH3:1][O:2][C:3]([C:5]1([NH2:11])[CH2:10][CH2:9][CH2:8][CH2:7][CH2:6]1)=[O:4].[C:12]([O:16][C:17](O[C:17]([O:16][C:12]([CH3:15])([CH3:14])[CH3:13])=[O:18])=[O:18])([CH3:15])([CH3:14])[CH3:13], predict the reaction product. The product is: [CH3:1][O:2][C:3]([C:5]1([NH:11][C:17]([O:16][C:12]([CH3:15])([CH3:14])[CH3:13])=[O:18])[CH2:6][CH2:7][CH2:8][CH2:9][CH2:10]1)=[O:4]. (2) Given the reactants [NH2:1][C:2]1[N:7]=[CH:6][N:5]=[C:4]2[N:8]([CH:35]([CH3:37])[CH3:36])[N:9]=[C:10]([C:11]3[N:12](C(OC(C)(C)C)=O)[C:13]4[C:18]([CH:19]=3)=[CH:17][C:16]([O:20]CC3C=CC=CC=3)=[CH:15][CH:14]=4)[C:3]=12.C(O)=O.Cl, predict the reaction product. The product is: [NH2:1][C:2]1[N:7]=[CH:6][N:5]=[C:4]2[N:8]([CH:35]([CH3:37])[CH3:36])[N:9]=[C:10]([C:11]3[NH:12][C:13]4[C:18]([CH:19]=3)=[CH:17][C:16]([OH:20])=[CH:15][CH:14]=4)[C:3]=12. (3) Given the reactants CC(C)C(C1C=CC(SC)=CC=1)=O.BrBr.[Br:16][C:17]1([C:23]([C:25]2[CH:30]=[CH:29][C:28]([S:31][CH3:32])=[CH:27][CH:26]=2)=[O:24])[CH2:22]CCC[CH2:18]1, predict the reaction product. The product is: [Br:16][C:17]([CH3:22])([CH3:18])[C:23]([C:25]1[CH:30]=[CH:29][C:28]([S:31][CH3:32])=[CH:27][CH:26]=1)=[O:24]. (4) The product is: [ClH:18].[F:1][C:2]1[C:3]([CH2:10][CH2:11][C:12]2[NH:16][N:15]=[C:14]([NH:17][C:19]3[CH:24]=[CH:23][N:22]=[C:21]([NH:25][CH2:26][C:27]4[O:31][N:30]=[C:29]([CH3:32])[CH:28]=4)[N:20]=3)[CH:13]=2)=[CH:4][C:5]([O:8][CH3:9])=[N:6][CH:7]=1. Given the reactants [F:1][C:2]1[C:3]([CH2:10][CH2:11][C:12]2[NH:16][N:15]=[C:14]([NH2:17])[CH:13]=2)=[CH:4][C:5]([O:8][CH3:9])=[N:6][CH:7]=1.[Cl:18][C:19]1[CH:24]=[CH:23][N:22]=[C:21]([NH:25][CH2:26][C:27]2[O:31][N:30]=[C:29]([CH3:32])[CH:28]=2)[N:20]=1, predict the reaction product. (5) Given the reactants O1[CH2:5][CH2:4][NH:3][C:2]1=O.[CH3:7][O:8][C:9]1[CH:18]=[CH:17][C:12]2[NH:13][C:14](=[O:16])[O:15][C:11]=2[CH:10]=1, predict the reaction product. The product is: [CH3:7][O:8][C:9]1[CH:18]=[CH:17][C:12]2[N:13]([CH2:18][CH2:9][CH:10]3[CH2:5][CH2:4][NH:3][CH2:2][CH2:11]3)[C:14](=[O:16])[O:15][C:11]=2[CH:10]=1.